This data is from NCI-60 drug combinations with 297,098 pairs across 59 cell lines. The task is: Regression. Given two drug SMILES strings and cell line genomic features, predict the synergy score measuring deviation from expected non-interaction effect. (1) Drug 1: C1CCC(C1)C(CC#N)N2C=C(C=N2)C3=C4C=CNC4=NC=N3. Drug 2: CC1C(C(CC(O1)OC2CC(CC3=C2C(=C4C(=C3O)C(=O)C5=CC=CC=C5C4=O)O)(C(=O)C)O)N)O. Cell line: HCT116. Synergy scores: CSS=40.7, Synergy_ZIP=2.18, Synergy_Bliss=2.60, Synergy_Loewe=-26.8, Synergy_HSA=1.25. (2) Drug 1: CN1CCC(CC1)COC2=C(C=C3C(=C2)N=CN=C3NC4=C(C=C(C=C4)Br)F)OC. Drug 2: CC1CCCC2(C(O2)CC(NC(=O)CC(C(C(=O)C(C1O)C)(C)C)O)C(=CC3=CSC(=N3)C)C)C. Cell line: RXF 393. Synergy scores: CSS=1.17, Synergy_ZIP=-3.78, Synergy_Bliss=-1.77, Synergy_Loewe=-2.63, Synergy_HSA=-1.46. (3) Drug 1: C1CC(=O)NC(=O)C1N2CC3=C(C2=O)C=CC=C3N. Drug 2: CCC1=CC2CC(C3=C(CN(C2)C1)C4=CC=CC=C4N3)(C5=C(C=C6C(=C5)C78CCN9C7C(C=CC9)(C(C(C8N6C)(C(=O)OC)O)OC(=O)C)CC)OC)C(=O)OC.C(C(C(=O)O)O)(C(=O)O)O. Cell line: NCI-H226. Synergy scores: CSS=48.8, Synergy_ZIP=2.60, Synergy_Bliss=2.30, Synergy_Loewe=-10.9, Synergy_HSA=3.25. (4) Drug 1: CC1C(C(CC(O1)OC2CC(CC3=C2C(=C4C(=C3O)C(=O)C5=C(C4=O)C(=CC=C5)OC)O)(C(=O)CO)O)N)O.Cl. Drug 2: C1CC(=O)NC(=O)C1N2C(=O)C3=CC=CC=C3C2=O. Cell line: OVCAR-5. Synergy scores: CSS=4.36, Synergy_ZIP=6.97, Synergy_Bliss=1.94, Synergy_Loewe=1.86, Synergy_HSA=0.894. (5) Cell line: OVCAR-5. Synergy scores: CSS=12.9, Synergy_ZIP=2.38, Synergy_Bliss=4.96, Synergy_Loewe=1.19, Synergy_HSA=2.46. Drug 2: CC12CCC3C(C1CCC2OP(=O)(O)O)CCC4=C3C=CC(=C4)OC(=O)N(CCCl)CCCl.[Na+]. Drug 1: CC1=CC=C(C=C1)C2=CC(=NN2C3=CC=C(C=C3)S(=O)(=O)N)C(F)(F)F. (6) Drug 1: C1=CC(=CC=C1CCCC(=O)O)N(CCCl)CCCl. Drug 2: C1CC(C1)(C(=O)O)C(=O)O.[NH2-].[NH2-].[Pt+2]. Cell line: NCI-H460. Synergy scores: CSS=51.6, Synergy_ZIP=-3.45, Synergy_Bliss=-4.37, Synergy_Loewe=-10.9, Synergy_HSA=-0.565. (7) Drug 1: CS(=O)(=O)C1=CC(=C(C=C1)C(=O)NC2=CC(=C(C=C2)Cl)C3=CC=CC=N3)Cl. Drug 2: C1=CC(=CC=C1CC(C(=O)O)N)N(CCCl)CCCl.Cl. Cell line: LOX IMVI. Synergy scores: CSS=8.09, Synergy_ZIP=-9.50, Synergy_Bliss=-5.40, Synergy_Loewe=-11.2, Synergy_HSA=-3.21.